This data is from Reaction yield outcomes from USPTO patents with 853,638 reactions. The task is: Predict the reaction yield, written as a fraction of the theoretical maximum amount of product (1.0 means a 100% yield; for example, 0.34 means a 34% yield). (1) The reactants are [CH2:1]([N:8]([CH2:23][CH2:24]O)[C:9](=[O:22])[C@H:10]([NH:14][C:15](=[O:21])[O:16][C:17]([CH3:20])([CH3:19])[CH3:18])[CH:11]([CH3:13])[CH3:12])[C:2]1[CH:7]=[CH:6][CH:5]=[CH:4][CH:3]=1.CCN(CC)CC.CS([Cl:37])(=O)=O. The catalyst is C(Cl)Cl. The product is [CH2:1]([N:8]([CH2:23][CH2:24][Cl:37])[C:9](=[O:22])[C@H:10]([NH:14][C:15](=[O:21])[O:16][C:17]([CH3:20])([CH3:19])[CH3:18])[CH:11]([CH3:13])[CH3:12])[C:2]1[CH:7]=[CH:6][CH:5]=[CH:4][CH:3]=1. The yield is 1.00. (2) The reactants are [C:1]1([NH2:8])[C:2]([NH2:7])=[CH:3][CH:4]=[CH:5][CH:6]=1.[CH:9]1([CH:12]=O)[CH2:11][CH2:10]1.[BH3-]C#N.[Na+].C(O)(=O)C. The catalyst is CO. The product is [CH:9]1([CH2:12][NH:7][C:2]2[C:1]([NH2:8])=[CH:6][CH:5]=[CH:4][CH:3]=2)[CH2:11][CH2:10]1. The yield is 0.340. (3) The reactants are Cl[C:2]([N:4]1[CH2:9][CH2:8][N:7]([C:10]([O:12][C:13]([CH3:16])([CH3:15])[CH3:14])=[O:11])[CH2:6][CH2:5]1)=[O:3].[Cl:17][C:18]1[CH:32]=[CH:31][C:21]([CH2:22][NH:23][CH2:24][CH2:25][N:26]([CH2:29][CH3:30])[CH2:27][CH3:28])=[CH:20][CH:19]=1.C(N(CC)C(C)C)(C)C. The catalyst is C(Cl)Cl. The product is [Cl:17][C:18]1[CH:19]=[CH:20][C:21]([CH2:22][N:23]([CH2:24][CH2:25][N:26]([CH2:29][CH3:30])[CH2:27][CH3:28])[C:2]([N:4]2[CH2:9][CH2:8][N:7]([C:10]([O:12][C:13]([CH3:16])([CH3:15])[CH3:14])=[O:11])[CH2:6][CH2:5]2)=[O:3])=[CH:31][CH:32]=1. The yield is 0.450. (4) The reactants are [NH2:1][CH:2]([CH3:16])[CH:3]([NH:5][C:6](=[O:15])[O:7][CH2:8][C:9]1[CH:14]=[CH:13][CH:12]=[CH:11][CH:10]=1)[CH3:4].[OH:17][C:18]1[CH:26]=[CH:25][CH:24]=[CH:23][C:19]=1[C:20](O)=[O:21].N1C=CN=C1.C1CCC(N=C=NC2CCCCC2)CC1. The product is [OH:17][C:18]1[CH:26]=[CH:25][CH:24]=[CH:23][C:19]=1[C:20]([NH:1][CH:2]([CH3:16])[CH:3]([NH:5][C:6](=[O:15])[O:7][CH2:8][C:9]1[CH:14]=[CH:13][CH:12]=[CH:11][CH:10]=1)[CH3:4])=[O:21]. The catalyst is CCOC(C)=O. The yield is 0.400.